From a dataset of NCI-60 drug combinations with 297,098 pairs across 59 cell lines. Regression. Given two drug SMILES strings and cell line genomic features, predict the synergy score measuring deviation from expected non-interaction effect. (1) Drug 1: CC1=C2C(C(=O)C3(C(CC4C(C3C(C(C2(C)C)(CC1OC(=O)C(C(C5=CC=CC=C5)NC(=O)OC(C)(C)C)O)O)OC(=O)C6=CC=CC=C6)(CO4)OC(=O)C)OC)C)OC. Drug 2: C1C(C(OC1N2C=NC3=C(N=C(N=C32)Cl)N)CO)O. Cell line: T-47D. Synergy scores: CSS=33.8, Synergy_ZIP=1.82, Synergy_Bliss=3.16, Synergy_Loewe=-13.2, Synergy_HSA=3.06. (2) Drug 1: CC1=C(N=C(N=C1N)C(CC(=O)N)NCC(C(=O)N)N)C(=O)NC(C(C2=CN=CN2)OC3C(C(C(C(O3)CO)O)O)OC4C(C(C(C(O4)CO)O)OC(=O)N)O)C(=O)NC(C)C(C(C)C(=O)NC(C(C)O)C(=O)NCCC5=NC(=CS5)C6=NC(=CS6)C(=O)NCCC[S+](C)C)O. Drug 2: CC1C(C(CC(O1)OC2CC(CC3=C2C(=C4C(=C3O)C(=O)C5=C(C4=O)C(=CC=C5)OC)O)(C(=O)CO)O)N)O.Cl. Cell line: HL-60(TB). Synergy scores: CSS=40.5, Synergy_ZIP=-4.05, Synergy_Bliss=-6.32, Synergy_Loewe=-5.86, Synergy_HSA=-3.09. (3) Drug 1: C1=CC(=CC=C1C#N)C(C2=CC=C(C=C2)C#N)N3C=NC=N3. Drug 2: CN1C2=C(C=C(C=C2)N(CCCl)CCCl)N=C1CCCC(=O)O.Cl. Cell line: A498. Synergy scores: CSS=-5.44, Synergy_ZIP=-0.265, Synergy_Bliss=-4.34, Synergy_Loewe=-9.79, Synergy_HSA=-7.36. (4) Drug 1: C1C(C(OC1N2C=NC3=C2NC=NCC3O)CO)O. Drug 2: CC12CCC3C(C1CCC2OP(=O)(O)O)CCC4=C3C=CC(=C4)OC(=O)N(CCCl)CCCl.[Na+]. Cell line: HOP-62. Synergy scores: CSS=-2.45, Synergy_ZIP=8.29, Synergy_Bliss=3.00, Synergy_Loewe=0.499, Synergy_HSA=-6.15. (5) Drug 1: CCC1=CC2CC(C3=C(CN(C2)C1)C4=CC=CC=C4N3)(C5=C(C=C6C(=C5)C78CCN9C7C(C=CC9)(C(C(C8N6C)(C(=O)OC)O)OC(=O)C)CC)OC)C(=O)OC.C(C(C(=O)O)O)(C(=O)O)O. Drug 2: CC(C1=C(C=CC(=C1Cl)F)Cl)OC2=C(N=CC(=C2)C3=CN(N=C3)C4CCNCC4)N. Cell line: MDA-MB-231. Synergy scores: CSS=33.1, Synergy_ZIP=-7.68, Synergy_Bliss=0.351, Synergy_Loewe=-10.4, Synergy_HSA=1.84. (6) Drug 1: CC1=C(N=C(N=C1N)C(CC(=O)N)NCC(C(=O)N)N)C(=O)NC(C(C2=CN=CN2)OC3C(C(C(C(O3)CO)O)O)OC4C(C(C(C(O4)CO)O)OC(=O)N)O)C(=O)NC(C)C(C(C)C(=O)NC(C(C)O)C(=O)NCCC5=NC(=CS5)C6=NC(=CS6)C(=O)NCCC[S+](C)C)O. Drug 2: CS(=O)(=O)OCCCCOS(=O)(=O)C. Cell line: PC-3. Synergy scores: CSS=10.8, Synergy_ZIP=-4.24, Synergy_Bliss=-3.22, Synergy_Loewe=-2.19, Synergy_HSA=-1.26.